Dataset: Full USPTO retrosynthesis dataset with 1.9M reactions from patents (1976-2016). Task: Predict the reactants needed to synthesize the given product. (1) Given the product [C:22]1([C:31]2[CH:32]=[CH:33][CH:34]=[CH:35][CH:36]=2)[CH:27]=[CH:26][CH:25]=[C:24]([C:2]2[N:7]=[C:6]([C:8]3[CH:13]=[CH:12][CH:11]=[C:10]([Cl:14])[CH:9]=3)[N:5]=[C:4]([C:15]3[CH:20]=[CH:19][CH:18]=[C:17]([Cl:21])[CH:16]=3)[N:3]=2)[CH:23]=1, predict the reactants needed to synthesize it. The reactants are: Cl[C:2]1[N:7]=[C:6]([C:8]2[CH:13]=[CH:12][CH:11]=[C:10]([Cl:14])[CH:9]=2)[N:5]=[C:4]([C:15]2[CH:20]=[CH:19][CH:18]=[C:17]([Cl:21])[CH:16]=2)[N:3]=1.[C:22]1([C:31]2[CH:36]=[CH:35][CH:34]=[CH:33][CH:32]=2)[CH:27]=[CH:26][CH:25]=[C:24](B(O)O)[CH:23]=1.C([O-])([O-])=O.[K+].[K+]. (2) Given the product [CH:1]([S:4][CH:5]([C:7]1[CH:12]=[CH:11][CH:10]=[CH:9][C:8]=1[NH2:13])[CH3:6])([CH3:2])[CH3:3], predict the reactants needed to synthesize it. The reactants are: [CH:1]([S:4][CH:5]([C:7]1[CH:12]=[CH:11][CH:10]=[CH:9][C:8]=1[N+:13]([O-])=O)[CH3:6])([CH3:3])[CH3:2].[H][H]. (3) Given the product [CH3:34][C@H:29]1[O:30][C@@H:31]([CH3:33])[CH2:32][N:27]([CH2:26][C:23]2[O:22][C:21]([C:4]3[CH:3]=[C:2]([C:40]4[CH:41]=[C:42]([NH2:43])[C:37]([O:36][CH3:35])=[N:38][CH:39]=4)[CH:10]=[C:9]4[C:5]=3[CH:6]=[N:7][N:8]4[S:11]([C:14]3[CH:19]=[CH:18][C:17]([CH3:20])=[CH:16][CH:15]=3)(=[O:13])=[O:12])=[N:25][N:24]=2)[CH2:28]1, predict the reactants needed to synthesize it. The reactants are: Br[C:2]1[CH:10]=[C:9]2[C:5]([CH:6]=[N:7][N:8]2[S:11]([C:14]2[CH:19]=[CH:18][C:17]([CH3:20])=[CH:16][CH:15]=2)(=[O:13])=[O:12])=[C:4]([C:21]2[O:22][C:23]([CH2:26][N:27]3[CH2:32][C@H:31]([CH3:33])[O:30][C@H:29]([CH3:34])[CH2:28]3)=[N:24][N:25]=2)[CH:3]=1.[CH3:35][O:36][C:37]1[C:42]([NH2:43])=[CH:41][C:40](B2OC(C)(C)C(C)(C)O2)=[CH:39][N:38]=1.O.P([O-])([O-])([O-])=O.[K+].[K+].[K+]. (4) Given the product [C:10]1(=[O:12])[NH:13][CH2:3][CH2:4][CH2:5][CH2:6][CH2:7][CH2:8][CH2:9]1, predict the reactants needed to synthesize it. The reactants are: NC[CH2:3][CH2:4][CH2:5][CH2:6][CH2:7][CH2:8][CH2:9][C:10]([OH:12])=O.[NH2:13]CCCCCCCCCCC(O)=O.